This data is from Forward reaction prediction with 1.9M reactions from USPTO patents (1976-2016). The task is: Predict the product of the given reaction. (1) Given the reactants O[N:2]=[C:3]1[CH2:27][CH2:26][C@@:25]2([CH3:28])[CH:5]([C:6](=[O:30])[O:7][C:8]3[C@H:9]4[C@:21]([CH3:29])([CH2:22][CH2:23][C:24]=32)[C@@H:12]([C@@H:13]([CH3:20])[CH2:14][CH2:15][CH2:16][CH:17]([CH3:19])[CH3:18])[CH2:11][CH2:10]4)[CH2:4]1.S(Cl)(Cl)=[O:32].C(=O)(O)[O-].[Na+], predict the reaction product. The product is: [CH3:28][C@:25]12[CH2:26][CH2:27][NH:2][C:3](=[O:32])[CH2:4][C@@H:5]1[C:6](=[O:30])[O:7][C:8]1[C@@H:9]3[CH2:10][CH2:11][C@H:12]([C@@H:13]([CH2:14][CH2:15][CH2:16][CH:17]([CH3:18])[CH3:19])[CH3:20])[C@@:21]3([CH3:29])[CH2:22][CH2:23][C:24]=12. (2) Given the reactants [C:1]([N:5]1[CH2:34][CH2:33][CH2:32][CH2:31][C:8]2[C:9]([C:26]3[S:27][CH:28]=[CH:29][CH:30]=3)=[C:10]3[C:19]4[CH:18]=[C:17]([C:20]([O:22]C)=[O:21])[C:16]([O:24][CH3:25])=[CH:15][C:14]=4[CH2:13][CH2:12][N:11]3[C:7]=2[C:6]1=[O:35])([CH3:4])([CH3:3])[CH3:2].[OH-].[K+].C(O)(=O)CC(CC(O)=O)(C(O)=O)O, predict the reaction product. The product is: [C:1]([N:5]1[CH2:34][CH2:33][CH2:32][CH2:31][C:8]2[C:9]([C:26]3[S:27][CH:28]=[CH:29][CH:30]=3)=[C:10]3[C:19]4[CH:18]=[C:17]([C:20]([OH:22])=[O:21])[C:16]([O:24][CH3:25])=[CH:15][C:14]=4[CH2:13][CH2:12][N:11]3[C:7]=2[C:6]1=[O:35])([CH3:4])([CH3:2])[CH3:3].